This data is from Reaction yield outcomes from USPTO patents with 853,638 reactions. The task is: Predict the reaction yield, written as a fraction of the theoretical maximum amount of product (1.0 means a 100% yield; for example, 0.34 means a 34% yield). (1) The reactants are [Cl:1][C:2]1[CH:7]=[C:6](I)[CH:5]=[C:4]([Cl:9])[C:3]=1[O:10][CH:11]([CH3:13])[CH3:12].[CH3:14][C:15]1([CH3:31])[C:19]([CH3:21])([CH3:20])[O:18][B:17]([B:17]2[O:18][C:19]([CH3:21])([CH3:20])[C:15]([CH3:31])([CH3:14])[O:16]2)[O:16]1.C([O-])(=O)C.[K+]. The catalyst is O1CCOCC1.C(OCC)(=O)C.Cl[Pd](Cl)([P](C1C=CC=CC=1)(C1C=CC=CC=1)C1C=CC=CC=1)[P](C1C=CC=CC=1)(C1C=CC=CC=1)C1C=CC=CC=1. The product is [Cl:1][C:2]1[CH:7]=[C:6]([B:17]2[O:18][C:19]([CH3:21])([CH3:20])[C:15]([CH3:31])([CH3:14])[O:16]2)[CH:5]=[C:4]([Cl:9])[C:3]=1[O:10][CH:11]([CH3:13])[CH3:12]. The yield is 0.890. (2) The product is [CH3:26][N:27]1[C:9]2[C:10]3[N:1]=[CH:2][CH:3]=[CH:4][C:5]=3[CH2:6][CH2:7][C:8]=2[C:16]([C:17]([O:19][CH2:20][CH3:21])=[O:18])=[N:28]1. The catalyst is C(O)C. The yield is 0.200. The reactants are [N:1]1[C:10]2[C:9](=O)[CH2:8][CH2:7][CH2:6][C:5]=2[CH:4]=[CH:3][CH:2]=1.[O-]CC.[Na+].[C:16](OCC)(=O)[C:17]([O:19][CH2:20][CH3:21])=[O:18].[CH3:26][NH:27][NH2:28]. (3) The reactants are [CH2:1]([C:3](=[CH:6][CH2:7][C:8]1[C:9]([O:21][CH2:22][CH2:23][Si:24]([CH3:27])([CH3:26])[CH3:25])=[C:10]2[C:14](=[C:15]([CH3:19])[C:16]=1[CH2:17][CH3:18])[CH2:13][O:12][C:11]2=[O:20])[CH:4]=O)[CH3:2].C(O)(=O)C(O)=O.[CH2:34]([O:36][P:37]([CH2:42][CH2:43][NH2:44])(=[O:41])[O:38][CH2:39][CH3:40])[CH3:35].C(O)(=O)C.C(O[BH-](OC(=O)C)OC(=O)C)(=O)C.[Na+]. The catalyst is CN(C=O)C. The product is [CH2:39]([O:38][P:37]([CH2:42][CH2:43][NH:44][CH2:4][C:3]([CH2:1][CH3:2])=[CH:6][CH2:7][C:8]1[C:9]([O:21][CH2:22][CH2:23][Si:24]([CH3:25])([CH3:27])[CH3:26])=[C:10]2[C:14](=[C:15]([CH3:19])[C:16]=1[CH2:17][CH3:18])[CH2:13][O:12][C:11]2=[O:20])(=[O:41])[O:36][CH2:34][CH3:35])[CH3:40]. The yield is 0.650. (4) The reactants are [CH3:1][C:2]1[C:10]2[C:5](=[CH:6][CH:7]=[C:8]([C:11]([F:14])([F:13])[F:12])[CH:9]=2)[N:4]([NH2:15])[CH:3]=1.[CH3:16][C:17]1[C:22]([C:23](O)=[O:24])=[CH:21][N:20]=[C:19]([C:26]2[CH:31]=[CH:30][CH:29]=[CH:28][N:27]=2)[N:18]=1.CN(C(ON1N=NC2C=CC=NC1=2)=[N+](C)C)C.F[P-](F)(F)(F)(F)F.CCN(C(C)C)C(C)C. The catalyst is CN(C=O)C. The product is [CH3:1][C:2]1[C:10]2[C:5](=[CH:6][CH:7]=[C:8]([C:11]([F:14])([F:12])[F:13])[CH:9]=2)[N:4]([NH:15][C:23]([C:22]2[C:17]([CH3:16])=[N:18][C:19]([C:26]3[CH:31]=[CH:30][CH:29]=[CH:28][N:27]=3)=[N:20][CH:21]=2)=[O:24])[CH:3]=1. The yield is 0.280. (5) The reactants are [Br:1][C:2]1[CH:3]=[CH:4][C:5]([C:13]([OH:15])=[O:14])=[N:6][C:7]=1[O:8][CH2:9][CH2:10][O:11][CH3:12].IC.[C:18](=O)([O-])[O-].[Na+].[Na+].O. The catalyst is CN(C=O)C. The product is [CH3:18][O:14][C:13]([C:5]1[CH:4]=[CH:3][C:2]([Br:1])=[C:7]([O:8][CH2:9][CH2:10][O:11][CH3:12])[N:6]=1)=[O:15]. The yield is 0.650. (6) The reactants are [F:1][C:2]1[CH:17]=[C:16]([CH:18]=O)[CH:15]=[CH:14][C:3]=1[O:4][C:5]1[CH:6]=[CH:7][C:8]([C:11]([NH2:13])=[O:12])=[N:9][CH:10]=1.[O:20]1[CH2:25][CH2:24][CH:23]([CH2:26][CH2:27][NH2:28])[CH2:22][CH2:21]1. No catalyst specified. The product is [F:1][C:2]1[CH:17]=[C:16]([CH2:18][NH:28][CH2:27][CH2:26][CH:23]2[CH2:24][CH2:25][O:20][CH2:21][CH2:22]2)[CH:15]=[CH:14][C:3]=1[O:4][C:5]1[CH:6]=[CH:7][C:8]([C:11]([NH2:13])=[O:12])=[N:9][CH:10]=1. The yield is 0.442. (7) The reactants are C([O:8][C:9]1[CH:10]=[C:11]2[C:16](=[CH:17][CH:18]=1)[CH2:15][N:14]([CH2:19][C:20]1([NH:28][C:29](=[O:35])[O:30][C:31]([CH3:34])([CH3:33])[CH3:32])[CH2:25][O:24][C:23]([CH3:27])([CH3:26])[O:22][CH2:21]1)[CH2:13][CH2:12]2)C1C=CC=CC=1. The catalyst is CCOC(C)=O.[Pd]. The product is [OH:8][C:9]1[CH:10]=[C:11]2[C:16](=[CH:17][CH:18]=1)[CH2:15][N:14]([CH2:19][C:20]1([NH:28][C:29](=[O:35])[O:30][C:31]([CH3:34])([CH3:33])[CH3:32])[CH2:25][O:24][C:23]([CH3:27])([CH3:26])[O:22][CH2:21]1)[CH2:13][CH2:12]2. The yield is 0.990.